This data is from Full USPTO retrosynthesis dataset with 1.9M reactions from patents (1976-2016). The task is: Predict the reactants needed to synthesize the given product. (1) Given the product [Br:1][C:2]1[CH:3]=[C:4]2[C:10]([CH:11]([C:13]3[C:18]([Cl:19])=[CH:17][CH:16]=[C:15]([F:20])[C:14]=3[Cl:21])[CH3:26])=[CH:9][NH:8][C:5]2=[N:6][CH:7]=1, predict the reactants needed to synthesize it. The reactants are: [Br:1][C:2]1[CH:3]=[C:4]2[C:10]([CH:11]([C:13]3[C:18]([Cl:19])=[CH:17][CH:16]=[C:15]([F:20])[C:14]=3[Cl:21])O)=[CH:9][NH:8][C:5]2=[N:6][CH:7]=1.B(F)(F)F.[CH3:26]COCC.[Zn](C)C. (2) Given the product [CH3:1][C:2]1[O:3][C:4]2[C:13]3[CH:12]([CH2:14][CH2:15][NH:16][C:17](=[O:19])[CH3:18])[CH2:11][CH2:10][C:9]=3[CH:8]=[CH:7][C:5]=2[N:6]=1, predict the reactants needed to synthesize it. The reactants are: [CH3:1][C:2]1[O:3][C:4]2[C:13]3[C:12](=[CH:14][CH2:15][NH:16][C:17](=[O:19])[CH3:18])[CH2:11][CH2:10][C:9]=3[CH:8]=[CH:7][C:5]=2[N:6]=1. (3) Given the product [O:20]=[C:18]1[NH:28][CH:27]=[N:1][C:2]2[S:17][C:5]3[CH2:6][N:7]([C:10]([O:12][C:13]([CH3:14])([CH3:15])[CH3:16])=[O:11])[CH2:8][CH2:9][C:4]=3[C:3]1=2, predict the reactants needed to synthesize it. The reactants are: [NH2:1][C:2]1[S:17][C:5]2[CH2:6][N:7]([C:10]([O:12][C:13]([CH3:16])([CH3:15])[CH3:14])=[O:11])[CH2:8][CH2:9][C:4]=2[C:3]=1[C:18]([O:20]CC)=O.C(O)(=O)C.[CH:27](N)=[NH:28]. (4) Given the product [F:1][C:2]1[CH:3]=[C:4]([NH:30][C:31](=[O:46])[CH2:32][C:33]([NH:35][C:36]2[CH:41]=[CH:40][CH:39]=[C:38]([S:42]([CH3:45])(=[O:43])=[O:44])[CH:37]=2)=[O:34])[CH:5]=[CH:6][C:7]=1[O:8][C:9]1[CH:14]=[CH:13][N:12]=[C:11]2[CH:15]=[C:16]([C:18]3[CH:23]=[CH:22][C:21]([CH2:24][N:25]([CH2:26][CH2:27][O:28][CH3:29])[C:47](=[O:49])[CH3:48])=[CH:20][N:19]=3)[S:17][C:10]=12, predict the reactants needed to synthesize it. The reactants are: [F:1][C:2]1[CH:3]=[C:4]([NH:30][C:31](=[O:46])[CH2:32][C:33]([NH:35][C:36]2[CH:41]=[CH:40][CH:39]=[C:38]([S:42]([CH3:45])(=[O:44])=[O:43])[CH:37]=2)=[O:34])[CH:5]=[CH:6][C:7]=1[O:8][C:9]1[CH:14]=[CH:13][N:12]=[C:11]2[CH:15]=[C:16]([C:18]3[CH:23]=[CH:22][C:21]([CH2:24][NH:25][CH2:26][CH2:27][O:28][CH3:29])=[CH:20][N:19]=3)[S:17][C:10]=12.[C:47](OC(=O)C)(=[O:49])[CH3:48]. (5) Given the product [C:5]1([C:8]2[N:12]([C:28](=[O:30])[CH3:29])[N:11]=[CH:10][C:9]=2[C:13]2[CH:18]=[CH:17][N:16]=[C:15]([NH:19][C:20]3[CH:25]=[CH:24][CH:23]=[C:22]([CH2:26][O:27][C:35](=[O:37])[CH3:36])[CH:21]=3)[N:14]=2)[CH:6]=[CH:7][CH:2]=[CH:3][CH:4]=1, predict the reactants needed to synthesize it. The reactants are: F[C:2]1[CH:7]=[CH:6][C:5]([C:8]2[NH:12][N:11]=[CH:10][C:9]=2[C:13]2[CH:18]=[CH:17][N:16]=[C:15]([NH:19][C:20]3[CH:25]=[CH:24][CH:23]=[C:22]([CH2:26][OH:27])[CH:21]=3)[N:14]=2)=[CH:4][CH:3]=1.[C:28](OC(=O)C)(=[O:30])[CH3:29].[C:35](OCC)(=[O:37])[CH3:36]. (6) Given the product [Br:10][C:5]1[N:4]=[C:3]([CH3:9])[C:2]([NH2:1])=[C:7]([CH3:8])[CH:6]=1, predict the reactants needed to synthesize it. The reactants are: [NH2:1][C:2]1[C:3]([CH3:9])=[N:4][CH:5]=[CH:6][C:7]=1[CH3:8].[Br:10]Br.